Task: Predict which catalyst facilitates the given reaction.. Dataset: Catalyst prediction with 721,799 reactions and 888 catalyst types from USPTO (1) Reactant: [BrH:1].[CH3:2][O:3][C:4]1[CH:5]=[CH:6][C:7]2[S:13][CH2:12][CH2:11][N:10](C(OCC3C=CC=CC=3)=O)[CH2:9][C:8]=2[CH:24]=1.C(=O)=O. Product: [BrH:1].[CH3:2][O:3][C:4]1[CH:5]=[CH:6][C:7]2[S:13][CH2:12][CH2:11][NH:10][CH2:9][C:8]=2[CH:24]=1. The catalyst class is: 27. (2) Reactant: [Cl-].C(C[P+](C)(C)C)#N.C[Si]([N-][Si](C)(C)C)(C)C.[K+].[C:19]1([CH:25](O)[CH3:26])[CH:24]=[CH:23][CH:22]=[CH:21][CH:20]=1.[F:28][C:29]1([F:57])[CH2:34][CH2:33][N:32]([C:35]([C:37]2[NH:38][C:39]3[C:44]([CH:45]=2)=[CH:43][C:42]([C:46]([N:48]2[CH2:53][CH2:52][N:51]([CH:54]([CH3:56])[CH3:55])[CH2:50][CH2:49]2)=[O:47])=[CH:41][CH:40]=3)=[O:36])[CH2:31][CH2:30]1. Product: [F:57][C:29]1([F:28])[CH2:34][CH2:33][N:32]([C:35]([C:37]2[N:38]([CH:25]([C:19]3[CH:24]=[CH:23][CH:22]=[CH:21][CH:20]=3)[CH3:26])[C:39]3[C:44]([CH:45]=2)=[CH:43][C:42]([C:46]([N:48]2[CH2:49][CH2:50][N:51]([CH:54]([CH3:55])[CH3:56])[CH2:52][CH2:53]2)=[O:47])=[CH:41][CH:40]=3)=[O:36])[CH2:31][CH2:30]1. The catalyst class is: 11. (3) Reactant: [N:1]1[CH:6]=[CH:5][CH:4]=[CH:3][C:2]=1[CH2:7][NH2:8].C(=O)([O-])[O-].[K+].[K+].Br[CH2:16][C:17]1[CH:24]=[CH:23][C:20]([C:21]#[N:22])=[CH:19][CH:18]=1. Product: [N:1]1[CH:6]=[CH:5][CH:4]=[CH:3][C:2]=1[CH2:7][NH:8][CH2:16][C:17]1[CH:24]=[CH:23][C:20]([C:21]#[N:22])=[CH:19][CH:18]=1. The catalyst class is: 10. (4) Reactant: Br[CH2:2][C:3]([C:5]1[CH:10]=[CH:9][N:8]=[CH:7][CH:6]=1)=O.[CH3:11][O:12][C:13]1[CH:18]=[CH:17][C:16]([NH:19][C:20]([NH2:22])=[S:21])=[CH:15][CH:14]=1.[OH-].[Na+]. Product: [CH3:11][O:12][C:13]1[CH:14]=[CH:15][C:16]([NH:19][C:20]2[S:21][CH:2]=[C:3]([C:5]3[CH:10]=[CH:9][N:8]=[CH:7][CH:6]=3)[N:22]=2)=[CH:17][CH:18]=1. The catalyst class is: 315. (5) Reactant: [Cl:1][S:2]([C:5]1[CH:6]=[C:7]([CH:11]=[CH:12][C:13]=1[F:14])[C:8](Cl)=[O:9])(=[O:4])=[O:3].[NH:15]1[C:19]2[CH:20]=[CH:21][CH:22]=[CH:23][C:18]=2[NH:17][C:16]1=[CH:24][C:25]([C:27]1[CH:32]=[CH:31][CH:30]=[C:29]([F:33])[CH:28]=1)=[O:26]. Product: [NH:15]1[C:19]2[CH:20]=[CH:21][CH:22]=[CH:23][C:18]=2[NH:17][C:16]1=[C:24]([C:25]([C:27]1[CH:32]=[CH:31][CH:30]=[C:29]([F:33])[CH:28]=1)=[O:26])[C:8]([C:7]1[CH:11]=[CH:12][C:13]([F:14])=[C:5]([S:2]([Cl:1])(=[O:4])=[O:3])[CH:6]=1)=[O:9]. The catalyst class is: 12. (6) Reactant: [CH2:1]([O:8][C:9]1[CH:10]=[CH:11][C:12]2[CH:18]([CH2:19][C:20]([O:22]CC)=[O:21])[C:17](=[CH2:25])[CH2:16][CH2:15][O:14][C:13]=2[CH:26]=1)[C:2]1[CH:7]=[CH:6][CH:5]=[CH:4][CH:3]=1.[Li+].[OH-].CO. Product: [CH2:1]([O:8][C:9]1[CH:10]=[CH:11][C:12]2[CH:18]([CH2:19][C:20]([OH:22])=[O:21])[C:17](=[CH2:25])[CH2:16][CH2:15][O:14][C:13]=2[CH:26]=1)[C:2]1[CH:3]=[CH:4][CH:5]=[CH:6][CH:7]=1. The catalyst class is: 1. (7) The catalyst class is: 55. Reactant: [CH3:1][O:2][C:3](=[O:50])[CH:4]([NH:34][C:35](=[O:49])[CH:36]([CH2:44][S:45][C:46](=[O:48])[CH3:47])[CH2:37][C:38]1[CH:43]=[CH:42][CH:41]=[CH:40][CH:39]=1)[CH2:5][C:6]1[CH:11]=[CH:10][C:9]([NH:12][C:13](=[O:33])[CH2:14][N:15](C(OC(C)(C)C)=O)[CH2:16][C:17]([N:19]2[CH2:23][CH2:22][CH2:21][CH:20]2[C:24]#[N:25])=[O:18])=[CH:8][CH:7]=1. Product: [CH3:1][O:2][C:3](=[O:50])[CH:4]([NH:34][C:35](=[O:49])[CH:36]([CH2:44][S:45][C:46](=[O:48])[CH3:47])[CH2:37][C:38]1[CH:39]=[CH:40][CH:41]=[CH:42][CH:43]=1)[CH2:5][C:6]1[CH:7]=[CH:8][C:9]([NH:12][C:13](=[O:33])[CH2:14][NH:15][CH2:16][C:17]([N:19]2[CH2:23][CH2:22][CH2:21][CH:20]2[C:24]#[N:25])=[O:18])=[CH:10][CH:11]=1.